Dataset: Reaction yield outcomes from USPTO patents with 853,638 reactions. Task: Predict the reaction yield, written as a fraction of the theoretical maximum amount of product (1.0 means a 100% yield; for example, 0.34 means a 34% yield). (1) The reactants are Cl.[NH2:2][OH:3].C(=O)([O-])[O-].[Na+].[Na+].[N+:10]([C:13]1[CH:20]=[CH:19][C:16]([C:17]#[N:18])=[CH:15][CH:14]=1)([O-:12])=[O:11]. The catalyst is C(O)C.O. The product is [OH:3][NH:2][C:17](=[NH:18])[C:16]1[CH:15]=[CH:14][C:13]([N+:10]([O-:12])=[O:11])=[CH:20][CH:19]=1. The yield is 0.980. (2) The reactants are [C:1]([C:3]([C:6]1[CH:7]=[C:8]([CH:12]=[CH:13][CH:14]=1)[C:9]([OH:11])=O)([CH3:5])[CH3:4])#[N:2].C(Cl)(=O)C(Cl)=O.[NH2:21][C:22]1[CH:23]=[C:24]([CH:41]=[CH:42][C:43]=1[CH3:44])[O:25][C:26]1[CH:27]=[CH:28][C:29]2[N:30]([CH:32]=[C:33]([NH:35][C:36]([CH:38]3[CH2:40][CH2:39]3)=[O:37])[N:34]=2)[N:31]=1.C(OC(C)C)(C)C. The catalyst is O1CCCC1.CN(C)C=O.Cl.C(OCC)(=O)C. The product is [C:1]([C:3]([C:6]1[CH:7]=[C:8]([CH:12]=[CH:13][CH:14]=1)[C:9]([NH:21][C:22]1[CH:23]=[C:24]([O:25][C:26]2[CH:27]=[CH:28][C:29]3[N:30]([CH:32]=[C:33]([NH:35][C:36]([CH:38]4[CH2:39][CH2:40]4)=[O:37])[N:34]=3)[N:31]=2)[CH:41]=[CH:42][C:43]=1[CH3:44])=[O:11])([CH3:4])[CH3:5])#[N:2]. The yield is 0.180. (3) The reactants are [CH2:1]([C:4]1[CH:9]=[C:8]([C:10]([F:13])([F:12])[F:11])[CH:7]=[CH:6][C:5]=1[OH:14])[CH:2]=[CH2:3].Cl[Sn](Cl)(Cl)Cl.[I:20]I. The catalyst is ClCCl. The product is [I:20][CH2:3][CH:2]1[CH2:1][C:4]2[CH:9]=[C:8]([C:10]([F:12])([F:13])[F:11])[CH:7]=[CH:6][C:5]=2[O:14]1. The yield is 0.430. (4) The reactants are [CH:1]1([C:4]([N:6]2[CH2:11][CH2:10][N:9]([C:12]([C:14]3[CH:15]=[C:16]([CH:20]4[C:25]5=[N:26][NH:27][C:28](=[O:33])[C:29]6[CH:30]=[CH:31][CH:32]=[C:23]([C:24]=65)[NH:22][CH:21]4[C:34]4[CH:39]=[CH:38][C:37]([CH:40](OCC)[O:41]CC)=[CH:36][CH:35]=4)[CH:17]=[CH:18][CH:19]=3)=[O:13])[CH2:8][CH2:7]2)=[O:5])[CH2:3][CH2:2]1.C(=O)([O-])[O-].[K+].[K+]. The catalyst is Cl. The product is [CH:1]1([C:4]([N:6]2[CH2:7][CH2:8][N:9]([C:12]([C:14]3[CH:15]=[C:16]([CH:20]4[C:25]5=[N:26][NH:27][C:28](=[O:33])[C:29]6[CH:30]=[CH:31][CH:32]=[C:23]([C:24]=65)[NH:22][CH:21]4[C:34]4[CH:39]=[CH:38][C:37]([CH:40]=[O:41])=[CH:36][CH:35]=4)[CH:17]=[CH:18][CH:19]=3)=[O:13])[CH2:10][CH2:11]2)=[O:5])[CH2:3][CH2:2]1. The yield is 0.0800. (5) The reactants are Br[C:2]1[O:3][C:4]2[C:24]([O:25]C(=O)C)=[C:23]([O:29][CH3:30])[CH:22]=[CH:21][C:5]=2[C:6]=1[C:7](=[O:20])[C:8]1[CH:13]=[C:12]([O:14][CH3:15])[C:11]([O:16][CH3:17])=[C:10]([O:18][CH3:19])[CH:9]=1.Cl.Cl.[NH2:33][CH2:34][CH2:35][NH:36][C:37]([NH2:39])=[NH:38].CC(N(C)C)=O.C(N(CC)C(C)C)(C)C. No catalyst specified. The product is [OH:25][C:24]1[C:4]2[O:3][C:2]([NH:33][CH2:34][CH2:35][NH:36][C:37]([NH2:39])=[NH:38])=[C:6]([C:7](=[O:20])[C:8]3[CH:13]=[C:12]([O:14][CH3:15])[C:11]([O:16][CH3:17])=[C:10]([O:18][CH3:19])[CH:9]=3)[C:5]=2[CH:21]=[CH:22][C:23]=1[O:29][CH3:30]. The yield is 0.280. (6) The reactants are [CH2:1]([C:3]1[C:4]([NH:25][CH2:26][C@@H:27]([C:35]([O:37]C(C)(C)C)=[O:36])[NH:28][C:29]2[CH:34]=[CH:33][CH:32]=[CH:31][N:30]=2)=[N:5][CH:6]=[N:7][C:8]=1[N:9]1[CH2:14][CH2:13][CH:12]([C:15]2[N:24]=[C:23]3[C:18]([CH2:19][CH2:20][CH2:21][NH:22]3)=[CH:17][CH:16]=2)[CH2:11][CH2:10]1)[CH3:2].FC(F)(F)C(O)=O.ClCCl.CO.O.C(O)(=O)C.C1(C)C=CC=CC=1. The catalyst is ClCCl. The product is [CH2:1]([C:3]1[C:4]([NH:25][CH2:26][C@@H:27]([C:35]([OH:37])=[O:36])[NH:28][C:29]2[CH:34]=[CH:33][CH:32]=[CH:31][N:30]=2)=[N:5][CH:6]=[N:7][C:8]=1[N:9]1[CH2:14][CH2:13][CH:12]([C:15]2[N:24]=[C:23]3[C:18]([CH2:19][CH2:20][CH2:21][NH:22]3)=[CH:17][CH:16]=2)[CH2:11][CH2:10]1)[CH3:2]. The yield is 0.760. (7) The reactants are [CH2:1]([O:8][C@H:9]1[CH2:13][N:12](C(OC(C)(C)C)=O)[C@@H:11]([C@@H:21]([OH:52])[C@@H:22]([NH:30][C:31](=[O:51])[C:32]2[CH:37]=[CH:36][CH:35]=[C:34]([C:38]([N:40]3[CH2:44][CH2:43][CH2:42][C@@H:41]3[C:45]3[S:46][CH:47]=[C:48]([CH3:50])[N:49]=3)=[O:39])[CH:33]=2)[CH2:23][C:24]2[CH:29]=[CH:28][CH:27]=[CH:26][CH:25]=2)[CH2:10]1)[C:2]1[CH:7]=[CH:6][CH:5]=[CH:4][CH:3]=1.Cl.O1CCOCC1. The catalyst is CO. The product is [CH2:1]([O:8][C@H:9]1[CH2:13][NH:12][C@@H:11]([C@@H:21]([OH:52])[C@@H:22]([NH:30][C:31](=[O:51])[C:32]2[CH:37]=[CH:36][CH:35]=[C:34]([C:38]([N:40]3[CH2:44][CH2:43][CH2:42][C@@H:41]3[C:45]3[S:46][CH:47]=[C:48]([CH3:50])[N:49]=3)=[O:39])[CH:33]=2)[CH2:23][C:24]2[CH:25]=[CH:26][CH:27]=[CH:28][CH:29]=2)[CH2:10]1)[C:2]1[CH:7]=[CH:6][CH:5]=[CH:4][CH:3]=1. The yield is 0.540.